This data is from Forward reaction prediction with 1.9M reactions from USPTO patents (1976-2016). The task is: Predict the product of the given reaction. (1) Given the reactants [Cl:1][C:2]1[CH:7]=[CH:6][C:5]([C:8]2[CH:12]=[C:11]([C@@H:13]3[CH2:18][CH2:17][N:16]([CH2:19][C:20]([C:22]4[CH:27]=[CH:26][CH:25]=[CH:24][CH:23]=4)=[O:21])[CH2:15][C@H:14]3[C:28]3[CH:33]=[CH:32][C:31]([F:34])=[CH:30][CH:29]=3)[NH:10][N:9]=2)=[CH:4][CH:3]=1.[BH4-].[Na+], predict the reaction product. The product is: [Cl:1][C:2]1[CH:7]=[CH:6][C:5]([C:8]2[CH:12]=[C:11]([C@@H:13]3[CH2:18][CH2:17][N:16]([CH2:19][CH:20]([C:22]4[CH:27]=[CH:26][CH:25]=[CH:24][CH:23]=4)[OH:21])[CH2:15][C@H:14]3[C:28]3[CH:29]=[CH:30][C:31]([F:34])=[CH:32][CH:33]=3)[NH:10][N:9]=2)=[CH:4][CH:3]=1. (2) Given the reactants [NH:1]1[CH2:6][CH2:5][CH:4]([N:7]2[CH2:12][CH2:11][N:10]([CH2:13][C:14]([O:16][CH2:17][CH3:18])=[O:15])[CH2:9][CH2:8]2)[CH2:3][CH2:2]1.[O:19]=[C:20]1[N:26]([CH:27]2[CH2:32][CH2:31][N:30]([C:33]([O:35][C@@H:36]([C:49](O)=[O:50])[CH2:37][C:38]3[CH:47]=[C:46]([CH3:48])[C:41]4[NH:42][C:43](=[O:45])[O:44][C:40]=4[CH:39]=3)=[O:34])[CH2:29][CH2:28]2)[CH2:25][CH2:24][C:23]2[CH:52]=[CH:53][CH:54]=[CH:55][C:22]=2[NH:21]1.CN(C(ON1N=NC2C=CC=CC1=2)=[N+](C)C)C.[B-](F)(F)(F)F.C(N(CC)CC)C, predict the reaction product. The product is: [O:19]=[C:20]1[N:26]([CH:27]2[CH2:28][CH2:29][N:30]([C:33]([O:35][C@H:36]([CH2:37][C:38]3[CH:47]=[C:46]([CH3:48])[C:41]4[NH:42][C:43](=[O:45])[O:44][C:40]=4[CH:39]=3)[C:49]([N:1]3[CH2:6][CH2:5][CH:4]([N:7]4[CH2:12][CH2:11][N:10]([CH2:13][C:14]([O:16][CH2:17][CH3:18])=[O:15])[CH2:9][CH2:8]4)[CH2:3][CH2:2]3)=[O:50])=[O:34])[CH2:31][CH2:32]2)[CH2:25][CH2:24][C:23]2[CH:52]=[CH:53][CH:54]=[CH:55][C:22]=2[NH:21]1.